From a dataset of Forward reaction prediction with 1.9M reactions from USPTO patents (1976-2016). Predict the product of the given reaction. Given the reactants [C:1]([O:5][C:6](=[O:21])[CH2:7][N:8]([CH2:10][C:11]1[CH:20]=[CH:19][C:14]([C:15]([O:17]C)=[O:16])=[CH:13][CH:12]=1)[CH3:9])([CH3:4])([CH3:3])[CH3:2].C1COCC1.[OH-].[Li+].Cl, predict the reaction product. The product is: [C:1]([O:5][C:6](=[O:21])[CH2:7][N:8]([CH2:10][C:11]1[CH:20]=[CH:19][C:14]([C:15]([OH:17])=[O:16])=[CH:13][CH:12]=1)[CH3:9])([CH3:4])([CH3:2])[CH3:3].